This data is from Full USPTO retrosynthesis dataset with 1.9M reactions from patents (1976-2016). The task is: Predict the reactants needed to synthesize the given product. (1) Given the product [C:35]([C:23]1[CH:22]=[C:21]([C:12]2[S:11][C:10]([C:13]([O:15][CH2:16][CH3:17])=[O:14])=[N:9][C:8]=2[CH:7]([CH:1]2[CH2:2][CH2:3][CH2:4][CH2:5][CH2:6]2)[O:18][CH3:19])[CH:26]=[CH:25][C:24]=1[S:27](=[O:28])(=[O:29])[NH:30][C:31]([CH3:34])([CH3:33])[CH3:32])([CH3:38])([CH3:36])[CH3:37], predict the reactants needed to synthesize it. The reactants are: [CH:1]1([CH:7]([O:18][CH3:19])[C:8]2[N:9]=[C:10]([C:13]([O:15][CH2:16][CH3:17])=[O:14])[S:11][CH:12]=2)[CH2:6][CH2:5][CH2:4][CH2:3][CH2:2]1.Br[C:21]1[CH:26]=[CH:25][C:24]([S:27]([NH:30][C:31]([CH3:34])([CH3:33])[CH3:32])(=[O:29])=[O:28])=[C:23]([C:35]([CH3:38])([CH3:37])[CH3:36])[CH:22]=1.C1C=CC(P(C2C=CC=CC=2)C2C=CC=CC=2)=CC=1.N#N. (2) Given the product [C:28]1([C:34]2[CH:47]=[C:46]([C:48]3[CH:53]=[CH:52][CH:51]=[CH:50][CH:49]=3)[C:45]3[C:36](=[C:37]4[C:42](=[CH:43][CH:44]=3)[C:41]([C:54]3[CH:55]=[CH:56][CH:57]=[CH:58][CH:59]=3)=[CH:40][C:39]([C:2]3[CH:7]=[CH:6][C:5]([C:8]5[N:12]([C:13]6[CH:14]=[CH:15][CH:16]=[CH:17][CH:18]=6)[C:11]6[CH:19]=[CH:20][CH:21]=[CH:22][C:10]=6[N:9]=5)=[CH:4][CH:3]=3)=[N:38]4)[N:35]=2)[CH:33]=[CH:32][CH:31]=[CH:30][CH:29]=1, predict the reactants needed to synthesize it. The reactants are: Br[C:2]1[CH:7]=[CH:6][C:5]([C:8]2[N:12]([C:13]3[CH:18]=[CH:17][CH:16]=[CH:15][CH:14]=3)[C:11]3[CH:19]=[CH:20][CH:21]=[CH:22][C:10]=3[N:9]=2)=[CH:4][CH:3]=1.C([Li])CCC.[C:28]1([C:34]2[CH:47]=[C:46]([C:48]3[CH:53]=[CH:52][CH:51]=[CH:50][CH:49]=3)[C:45]3[C:36](=[C:37]4[C:42](=[CH:43][CH:44]=3)[C:41]([C:54]3[CH:59]=[CH:58][CH:57]=[CH:56][CH:55]=3)=[CH:40][CH:39]=[N:38]4)[N:35]=2)[CH:33]=[CH:32][CH:31]=[CH:30][CH:29]=1.O. (3) Given the product [CH2:1]([O:3][C:4](=[O:20])[CH2:5][S:6][C:7]1[N:12]=[C:11]([NH:13][CH2:21][CH3:22])[C:10]([CH2:14][C:15]2[S:16][CH:17]=[CH:18][CH:19]=2)=[CH:9][N:8]=1)[CH3:2], predict the reactants needed to synthesize it. The reactants are: [CH2:1]([O:3][C:4](=[O:20])[CH2:5][S:6][C:7]1[N:12]=[C:11]([NH2:13])[C:10]([CH2:14][C:15]2[S:16][CH:17]=[CH:18][CH:19]=2)=[CH:9][N:8]=1)[CH3:2].[CH:21](=O)[CH3:22].C(O)(=O)C.C([BH3-])#N.[Na+]. (4) Given the product [CH2:24]([O:23][C:21]([C:3]1[C:4]([CH3:20])=[N:5][C:6]2[C:11]([C:2]=1[NH2:1])=[C:10]([O:12][CH2:13][C:14]([CH3:18])([CH3:19])[C:15]([NH:36][CH:29]1[C:30]3[C:35](=[CH:34][CH:33]=[CH:32][CH:31]=3)[O:26][CH2:27][CH2:28]1)=[O:16])[CH:9]=[CH:8][CH:7]=2)=[O:22])[CH3:25], predict the reactants needed to synthesize it. The reactants are: [NH2:1][C:2]1[C:11]2[C:6](=[CH:7][CH:8]=[CH:9][C:10]=2[O:12][CH2:13][C:14]([CH3:19])([CH3:18])[C:15](O)=[O:16])[N:5]=[C:4]([CH3:20])[C:3]=1[C:21]([O:23][CH2:24][CH3:25])=[O:22].[O:26]1[C:35]2[C:30](=[CH:31][CH:32]=[CH:33][CH:34]=2)[CH:29]([NH2:36])[CH2:28][CH2:27]1.